Dataset: HIV replication inhibition screening data with 41,000+ compounds from the AIDS Antiviral Screen. Task: Binary Classification. Given a drug SMILES string, predict its activity (active/inactive) in a high-throughput screening assay against a specified biological target. (1) The drug is CC(C)(C)C(=O)C(c1ccc(-c2cscn2)cc1)c1ccc(-c2cscn2)cc1. The result is 0 (inactive). (2) The molecule is Oc1ccc([S+](c2ccc(O)cc2)c2ccc(O)cc2)cc1. The result is 0 (inactive). (3) The result is 0 (inactive). The molecule is CC(=O)c1ccc2c(ccc(=O)n2C)c1. (4) The drug is COc1cc2c3c(c1OC)C1(C=CC(=O)C=C1)CC3N(C(=O)OC(C)(C)C(Cl)(Cl)Cl)CC2. The result is 0 (inactive). (5) The compound is O=C1C=CC(=O)c2c1ccc1c3ccccc3n(Cc3cccc([N+](=O)[O-])c3)c21. The result is 0 (inactive).